This data is from Forward reaction prediction with 1.9M reactions from USPTO patents (1976-2016). The task is: Predict the product of the given reaction. (1) Given the reactants Cl[C:2]1[C:3]2[C:10](=[CH:11][C:12]3[NH:13][CH:14]=[N:15][C:16]=3[CH3:17])[C:9](=[O:18])[NH:8][C:4]=2[N:5]=[CH:6][N:7]=1.[NH:19]1[CH2:24][CH2:23][O:22][CH2:21][CH2:20]1, predict the reaction product. The product is: [CH3:17][C:16]1[N:15]=[CH:14][NH:13][C:12]=1[CH:11]=[C:10]1[C:3]2[C:2]([N:19]3[CH2:24][CH2:23][O:22][CH2:21][CH2:20]3)=[N:7][CH:6]=[N:5][C:4]=2[NH:8][C:9]1=[O:18]. (2) Given the reactants [OH-].[Na+].[C:3]([OH:10])(=[O:9])/[CH:4]=[CH:5]/[CH:6]=[CH:7]/[CH3:8].[Cl-].[Zn+2:12].[Cl-], predict the reaction product. The product is: [C:3]([O-:10])(=[O:9])/[CH:4]=[CH:5]/[CH:6]=[CH:7]/[CH3:8].[Zn+2:12].[C:3]([O-:10])(=[O:9])/[CH:4]=[CH:5]/[CH:6]=[CH:7]/[CH3:8]. (3) Given the reactants FC(F)(F)S(O[C:7]1[CH:8]=[C:9]2[C:14](=[CH:15][CH:16]=1)[CH:13]([C:17]([O:19][CH3:20])=[O:18])[CH2:12][CH2:11][CH2:10]2)(=O)=O.[OH:23][C:24]1[CH:29]=[CH:28][C:27](B(O)O)=[CH:26][CH:25]=1.C(=O)([O-])[O-].[Na+].[Na+].C(OCC)(=O)C, predict the reaction product. The product is: [OH:23][C:24]1[CH:29]=[CH:28][C:27]([C:7]2[CH:8]=[C:9]3[C:14](=[CH:15][CH:16]=2)[CH:13]([C:17]([O:19][CH3:20])=[O:18])[CH2:12][CH2:11][CH2:10]3)=[CH:26][CH:25]=1. (4) Given the reactants O=C1NCCN(C(OC(C)(C)C)=O)C1.FC(F)(F)C(O)=O.FC(F)(F)C(O)=O.[NH:29]1[CH2:34][CH2:33][NH:32][CH2:31][C:30]1=[O:35].Br[CH:37]([C:44]1[CH:49]=[CH:48][CH:47]=[CH:46][CH:45]=1)[C:38]1[CH:43]=[CH:42][CH:41]=[CH:40][CH:39]=1.C(=O)([O-])[O-].[K+].[K+].[I-].[K+], predict the reaction product. The product is: [CH:37]([N:32]1[CH2:33][CH2:34][NH:29][C:30](=[O:35])[CH2:31]1)([C:38]1[CH:43]=[CH:42][CH:41]=[CH:40][CH:39]=1)[C:44]1[CH:49]=[CH:48][CH:47]=[CH:46][CH:45]=1. (5) Given the reactants [Cl:1][CH2:2][CH2:3][CH:4]1[O:8][CH2:7][C:6]([NH:11][C:12](=[O:21])[O:13][CH2:14][C:15]2[CH:20]=[CH:19][CH:18]=[CH:17][CH:16]=2)([C:9]#[N:10])[CH2:5]1.[NH2:22][OH:23].[C:24]([C:31]([O:33][CH2:34][CH3:35])=[O:32])#[C:25][C:26]([O:28][CH2:29][CH3:30])=[O:27], predict the reaction product. The product is: [NH2:10][C:9](=[N:22][O:23][C:25](=[CH:24][C:31]([O:33][CH2:34][CH3:35])=[O:32])[C:26]([O:28][CH2:29][CH3:30])=[O:27])[C:6]1([NH:11][C:12]([O:13][CH2:14][C:15]2[CH:16]=[CH:17][CH:18]=[CH:19][CH:20]=2)=[O:21])[CH2:5][CH:4]([CH2:3][CH2:2][Cl:1])[O:8][CH2:7]1. (6) Given the reactants [O:1]=[C:2]1[NH:7][C:6]2[CH:8]=[C:9]([C:12]([C:14]3[CH:22]=[CH:21][CH:20]=[CH:19][C:15]=3[C:16]([OH:18])=O)=[O:13])[CH:10]=[CH:11][C:5]=2[O:4][CH2:3]1.CN1CCOCC1.C1C=NC2N(O)N=NC=2C=1.CN(C(ON1N=NC2C=CC=NC1=2)=[N+](C)C)C.F[P-](F)(F)(F)(F)F.[CH2:64]([NH2:71])[C:65]1[CH:70]=[CH:69][CH:68]=[CH:67][CH:66]=1, predict the reaction product. The product is: [O:1]=[C:2]1[NH:7][C:6]2[CH:8]=[C:9]([C:12]([C:14]3[CH:22]=[CH:21][CH:20]=[CH:19][C:15]=3[C:16]([NH:71][CH2:64][C:65]3[CH:70]=[CH:69][CH:68]=[CH:67][CH:66]=3)=[O:18])=[O:13])[CH:10]=[CH:11][C:5]=2[O:4][CH2:3]1. (7) Given the reactants [Br:1][C:2]1[CH:11]=[C:10]2[C:5]([CH:6]=[C:7]([N+:13]([O-:15])=[O:14])[C:8](Cl)=[N:9]2)=[CH:4][CH:3]=1.[NH2:16][CH:17](C)[CH2:18][CH2:19][OH:20], predict the reaction product. The product is: [Br:1][C:2]1[CH:11]=[C:10]2[C:5]([C:6]([NH:16][CH2:17][CH2:18][CH2:19][OH:20])=[C:7]([N+:13]([O-:15])=[O:14])[CH:8]=[N:9]2)=[CH:4][CH:3]=1. (8) Given the reactants C1(N[C:7]2[C:12]([CH3:13])=[C:11]([CH3:14])[N:10]=[C:9]([NH:15][CH2:16][C:17]3[CH:22]=[CH:21][CH:20]=[CH:19][N:18]=3)[N:8]=2)CCCC1.[F:23][C:24]1[CH:29]=[C:28]([F:30])[CH:27]=[CH:26][C:25]=1[NH2:31], predict the reaction product. The product is: [F:23][C:24]1[CH:29]=[C:28]([F:30])[CH:27]=[CH:26][C:25]=1[NH:31][C:7]1[C:12]([CH3:13])=[C:11]([CH3:14])[N:10]=[C:9]([NH:15][CH2:16][C:17]2[CH:22]=[CH:21][CH:20]=[CH:19][N:18]=2)[N:8]=1. (9) Given the reactants [NH2:1][CH2:2][C@H:3]([OH:20])[CH2:4][O:5][C:6]1[CH:11]=[CH:10][C:9]([O:12]CC2C=CC=CC=2)=[CH:8][CH:7]=1.C(O)(=O)C.[H][H], predict the reaction product. The product is: [NH2:1][CH2:2][C@H:3]([OH:20])[CH2:4][O:5][C:6]1[CH:11]=[CH:10][C:9]([OH:12])=[CH:8][CH:7]=1. (10) Given the reactants [N+:1]([C:4]1[CH:9]=[CH:8][CH:7]=[CH:6][C:5]=1[OH:10])([O-:3])=[O:2].C(=O)([O-])[O-].[Cs+].[Cs+].[C:17]([O:21][C:22]([N:24]1[CH2:29][CH2:28][CH:27](OS(C)(=O)=O)[CH2:26][CH2:25]1)=[O:23])([CH3:20])([CH3:19])[CH3:18], predict the reaction product. The product is: [C:17]([O:21][C:22]([N:24]1[CH2:29][CH2:28][CH:27]([O:10][C:5]2[CH:6]=[CH:7][CH:8]=[CH:9][C:4]=2[N+:1]([O-:3])=[O:2])[CH2:26][CH2:25]1)=[O:23])([CH3:20])([CH3:18])[CH3:19].